The task is: Regression. Given a peptide amino acid sequence and an MHC pseudo amino acid sequence, predict their binding affinity value. This is MHC class II binding data.. This data is from Peptide-MHC class II binding affinity with 134,281 pairs from IEDB. The peptide sequence is LMSTRRVLEREQIPT. The MHC is H-2-IAb with pseudo-sequence H-2-IAb. The binding affinity (normalized) is 0.